Dataset: Peptide-MHC class I binding affinity with 185,985 pairs from IEDB/IMGT. Task: Regression. Given a peptide amino acid sequence and an MHC pseudo amino acid sequence, predict their binding affinity value. This is MHC class I binding data. (1) The peptide sequence is AEAAVKPLL. The MHC is HLA-B45:01 with pseudo-sequence HLA-B45:01. The binding affinity (normalized) is 0.536. (2) The peptide sequence is RADEINAIL. The MHC is HLA-B15:01 with pseudo-sequence HLA-B15:01. The binding affinity (normalized) is 0.0847.